From a dataset of Forward reaction prediction with 1.9M reactions from USPTO patents (1976-2016). Predict the product of the given reaction. (1) The product is: [C:9]([C:8]1[CH:7]=[C:6]([C:4]2[N:3]=[CH:2][N:1]([C:18]([N:20]([CH:21]3[CH2:26][CH2:25][N:24]([C:27]([O:29][C:30]([CH3:33])([CH3:32])[CH3:31])=[O:28])[CH2:23][CH2:22]3)[CH3:34])=[O:19])[CH:5]=2)[CH:14]=[CH:13][CH:12]=1)(=[O:10])[NH2:11]. Given the reactants [NH:1]1[CH:5]=[C:4]([C:6]2[CH:7]=[C:8]([CH:12]=[CH:13][CH:14]=2)[C:9]([NH2:11])=[O:10])[N:3]=[CH:2]1.[H-].[Na+].Cl[C:18]([N:20]([CH3:34])[CH:21]1[CH2:26][CH2:25][N:24]([C:27]([O:29][C:30]([CH3:33])([CH3:32])[CH3:31])=[O:28])[CH2:23][CH2:22]1)=[O:19], predict the reaction product. (2) Given the reactants C([O:5][C:6](=[O:39])[CH2:7][N:8]1[C:16]2[C:11](=[CH:12][C:13]([F:17])=[CH:14][CH:15]=2)[C:10]([C:18]2[C:23]3[CH:24]=[CH:25][CH:26]=[CH:27][C:22]=3[S:21](=[O:29])(=[O:28])[N:20]([CH2:30][C:31]3[C:32]([CH3:37])=[N:33][O:34][C:35]=3[CH3:36])[N:19]=2)=[C:9]1[CH3:38])(C)(C)C.C(O)(C(F)(F)F)=O, predict the reaction product. The product is: [CH3:37][C:32]1[C:31]([CH2:30][N:20]2[N:19]=[C:18]([C:10]3[C:11]4[C:16](=[CH:15][CH:14]=[C:13]([F:17])[CH:12]=4)[N:8]([CH2:7][C:6]([OH:39])=[O:5])[C:9]=3[CH3:38])[C:23]3[CH:24]=[CH:25][CH:26]=[CH:27][C:22]=3[S:21]2(=[O:29])=[O:28])=[C:35]([CH3:36])[O:34][N:33]=1. (3) Given the reactants C1C=C(Cl)C=C(C(OO)=[O:9])C=1.[CH:12]1([NH:15][C:16]([C:18]2[CH:19]=[C:20]([F:40])[C:21]([CH3:39])=[C:22]([C:24]3[N:29]=[CH:28][C:27]([C:30]([NH:32][C@@H:33]([CH3:38])[C:34]([CH3:37])([CH3:36])[CH3:35])=[O:31])=[CH:26][CH:25]=3)[CH:23]=2)=[O:17])[CH2:14][CH2:13]1, predict the reaction product. The product is: [CH:12]1([NH:15][C:16]([C:18]2[CH:19]=[C:20]([F:40])[C:21]([CH3:39])=[C:22]([C:24]3[N+:29]([O-:9])=[CH:28][C:27]([C:30]([NH:32][C@@H:33]([CH3:38])[C:34]([CH3:36])([CH3:35])[CH3:37])=[O:31])=[CH:26][CH:25]=3)[CH:23]=2)=[O:17])[CH2:14][CH2:13]1. (4) Given the reactants [CH:1]1([O:6][C:7](=[O:24])[NH:8][CH2:9][C:10]2([C:13]3[N:23]=[C:16]4[C:17]([O:21][CH3:22])=[CH:18][CH:19]=[CH:20][N:15]4[N:14]=3)[CH2:12][CH2:11]2)[CH2:5][CH2:4][CH2:3][CH2:2]1.[I:25]N1C(=O)CCC1=O.B(F)(F)F.[O-]S([O-])(=S)=O.[Na+].[Na+], predict the reaction product. The product is: [CH:1]1([O:6][C:7](=[O:24])[NH:8][CH2:9][C:10]2([C:13]3[N:23]=[C:16]4[C:17]([O:21][CH3:22])=[CH:18][CH:19]=[C:20]([I:25])[N:15]4[N:14]=3)[CH2:11][CH2:12]2)[CH2:5][CH2:4][CH2:3][CH2:2]1. (5) Given the reactants [O:1]=[C:2]1[CH2:6][CH2:5][C:4](=O)[N:3]1[CH2:8][CH2:9][O:10][C:11]1[CH:12]=[C:13]([CH:16]=[CH:17][CH:18]=1)[CH:14]=[O:15].OCCN1CCCC1=O.OCCN1C(=O)CCC1=O, predict the reaction product. The product is: [O:1]=[C:2]1[CH2:6][CH2:5][CH2:4][N:3]1[CH2:8][CH2:9][O:10][C:11]1[CH:12]=[C:13]([CH:16]=[CH:17][CH:18]=1)[CH:14]=[O:15]. (6) The product is: [NH2:30][C:27]1[CH:28]=[CH:29][C:22]([S:19]([C:15]([CH3:18])([CH3:17])[CH3:16])(=[O:21])=[O:20])=[C:23]([CH:26]=1)[C:24]#[N:25]. Given the reactants NC1C=CC(S(CC)(=O)=O)=C(C=1)C#N.[C:15]([S:19]([C:22]1[CH:29]=[CH:28][C:27]([N+:30]([O-])=O)=[CH:26][C:23]=1[C:24]#[N:25])(=[O:21])=[O:20])([CH3:18])([CH3:17])[CH3:16], predict the reaction product. (7) Given the reactants CO[C:3](=O)[NH:4][C:5]1[CH:10]=[CH:9][C:8]([CH2:11][CH2:12][CH2:13][CH2:14][CH2:15][CH2:16][CH2:17][CH2:18][CH2:19][CH2:20][CH2:21][CH2:22][CH2:23][CH2:24][CH3:25])=[CH:7][CH:6]=1.[Al+3].[H-].[Li+].[H-].[H-].[H-].[OH-].[Na+].S([O-])([O-])(=O)=O.[Mg+2], predict the reaction product. The product is: [CH3:3][NH:4][C:5]1[CH:10]=[CH:9][C:8]([CH2:11][CH2:12][CH2:13][CH2:14][CH2:15][CH2:16][CH2:17][CH2:18][CH2:19][CH2:20][CH2:21][CH2:22][CH2:23][CH2:24][CH3:25])=[CH:7][CH:6]=1.